Task: Predict the reactants needed to synthesize the given product.. Dataset: Retrosynthesis with 50K atom-mapped reactions and 10 reaction types from USPTO (1) Given the product Cc1ccc(N)cc1CC(=O)N1CCC(c2c[nH]c3c(Cl)cccc23)CC1, predict the reactants needed to synthesize it. The reactants are: Cc1ccc([N+](=O)[O-])cc1CC(=O)N1CCC(c2c[nH]c3c(Cl)cccc23)CC1. (2) Given the product CC(C)(C=O)C1CCCCC1, predict the reactants needed to synthesize it. The reactants are: CC(C)(CO)C1CCCCC1. (3) Given the product CCc1sc(NS(=O)(=O)c2ccccc2)c(C(=O)OC)c1C, predict the reactants needed to synthesize it. The reactants are: CCc1sc(N)c(C(=O)OC)c1C.O=S(=O)(Cl)c1ccccc1. (4) The reactants are: Cc1ccc(C[C@@H]2CNCCN2C(=O)c2cc(C(F)(F)F)cc(C(F)(F)F)c2)cc1C.ClCc1ccccn1. Given the product Cc1ccc(C[C@@H]2CN(Cc3ccccn3)CCN2C(=O)c2cc(C(F)(F)F)cc(C(F)(F)F)c2)cc1C, predict the reactants needed to synthesize it. (5) Given the product CS(=O)(=O)O[C@H]1CCN(c2ccc(N3CCc4cc(-c5ccc(Cl)cc5)sc4C3=O)cn2)C1, predict the reactants needed to synthesize it. The reactants are: CS(=O)(=O)Cl.O=C1c2sc(-c3ccc(Cl)cc3)cc2CCN1c1ccc(N2CC[C@H](O)C2)nc1. (6) Given the product COC(=O)CCc1ccc(C2=C(OC)CN(c3ccc(C(=N)NC(=O)OC)cc3)C2=O)cc1, predict the reactants needed to synthesize it. The reactants are: COC(=O)CCc1ccc(C2=C(OC)CN(c3ccc(C(=N)N)cc3)C2=O)cc1.COC(=O)Cl. (7) Given the product Cc1cnc(N2CCC(N(C(=O)c3ccc(-c4cnco4)nc3)C3CC3)CC2)cn1, predict the reactants needed to synthesize it. The reactants are: Cc1cnc(N2CCC(NC3CC3)CC2)cn1.O=C(O)c1ccc(-c2cnco2)nc1.